From a dataset of Forward reaction prediction with 1.9M reactions from USPTO patents (1976-2016). Predict the product of the given reaction. The product is: [C:38]1([C:28]2[N:29]=[C:30]([C:32]3[CH:33]=[CH:34][CH:35]=[CH:36][CH:37]=3)[N:31]=[C:26]([N:13]3[C:12]4[CH:11]=[C:10]5[C:2]([CH3:22])([CH3:1])[C:3]6[C:8]([C:9]5=[CH:21][C:20]=4[C:19]4[C:14]3=[CH:15][CH:16]=[CH:17][CH:18]=4)=[CH:7][CH:6]=[CH:5][CH:4]=6)[N:27]=2)[CH:43]=[CH:42][CH:41]=[CH:40][CH:39]=1. Given the reactants [CH3:1][C:2]1([CH3:22])[C:10]2=[CH:11][C:12]3[NH:13][C:14]4[C:19]([C:20]=3[CH:21]=[C:9]2[C:8]2[C:3]1=[CH:4][CH:5]=[CH:6][CH:7]=2)=[CH:18][CH:17]=[CH:16][CH:15]=4.[H-].[Na+].Cl[C:26]1[N:31]=[C:30]([C:32]2[CH:37]=[CH:36][CH:35]=[CH:34][CH:33]=2)[N:29]=[C:28]([C:38]2[CH:43]=[CH:42][CH:41]=[CH:40][CH:39]=2)[N:27]=1, predict the reaction product.